This data is from Forward reaction prediction with 1.9M reactions from USPTO patents (1976-2016). The task is: Predict the product of the given reaction. (1) Given the reactants C([Li])CCC.C(NC(C)C)(C)C.[Cl:13][C:14]1[CH:19]=[C:18]([Cl:20])[N:17]=[C:16]([S:21][CH3:22])[N:15]=1.[C:23](=[O:25])=[O:24].Cl, predict the reaction product. The product is: [Cl:13][C:14]1[C:19]([C:23]([OH:25])=[O:24])=[C:18]([Cl:20])[N:17]=[C:16]([S:21][CH3:22])[N:15]=1. (2) Given the reactants [CH2:1]([O:3][C:4](=[O:18])[C:5]([O:8][C:9]1[CH:14]=[CH:13][C:12]([CH2:15][NH2:16])=[C:11]([Cl:17])[CH:10]=1)([CH3:7])[CH3:6])[CH3:2].ClC1C=C(O)C=CC=1C=O.C(CC(Br)(C)C([O-])=O)C.[CH3:38][C:39]1[N:47]=[C:46]([C:48]2[CH:53]=[CH:52][C:51]([C:54]([F:57])([F:56])[F:55])=[CH:50][CH:49]=2)[CH:45]=[CH:44][C:40]=1[C:41](O)=[O:42].COC(=O)C1C=CC(C2C=CC(C(F)(F)F)=CC=2)=NC=1C, predict the reaction product. The product is: [CH2:1]([O:3][C:4](=[O:18])[C:5]([O:8][C:9]1[CH:14]=[CH:13][C:12]([CH2:15][NH:16][C:41]([C:40]2[C:39]([CH3:38])=[N:47][C:46]([C:48]3[CH:53]=[CH:52][C:51]([C:54]([F:57])([F:55])[F:56])=[CH:50][CH:49]=3)=[CH:45][CH:44]=2)=[O:42])=[C:11]([Cl:17])[CH:10]=1)([CH3:7])[CH3:6])[CH3:2].